This data is from CYP2C19 inhibition data for predicting drug metabolism from PubChem BioAssay. The task is: Regression/Classification. Given a drug SMILES string, predict its absorption, distribution, metabolism, or excretion properties. Task type varies by dataset: regression for continuous measurements (e.g., permeability, clearance, half-life) or binary classification for categorical outcomes (e.g., BBB penetration, CYP inhibition). Dataset: cyp2c19_veith. (1) The drug is O=C1CCCC=C1[C@@H](O)C1CCCCC1. The result is 0 (non-inhibitor). (2) The compound is CCCc1cc(COC)c(C#N)c(=O)[nH]1. The result is 0 (non-inhibitor). (3) The molecule is O=c1c(-c2nnc(SCc3ccc(Cl)c(Cl)c3)o2)cccn1Cc1ccccc1. The result is 1 (inhibitor). (4) The compound is O=c1sc2ccccc2n1CCCOc1ccccc1. The result is 1 (inhibitor). (5) The drug is COc1cccc(-c2ccc3ncnc(NCc4ccccc4)c3c2)c1. The result is 1 (inhibitor).